This data is from Full USPTO retrosynthesis dataset with 1.9M reactions from patents (1976-2016). The task is: Predict the reactants needed to synthesize the given product. (1) Given the product [Br:1][C:2]1[C:3]([O:8][CH2:18][O:17][CH2:15][CH3:16])=[N:4][CH:5]=[CH:6][CH:7]=1, predict the reactants needed to synthesize it. The reactants are: [Br:1][C:2]1[C:3]([OH:8])=[N:4][CH:5]=[CH:6][CH:7]=1.C(=O)([O-])[O-].[K+].[K+].[CH2:15]([O:17][CH2:18]Cl)[CH3:16]. (2) Given the product [C:12]([O:11][C:10](=[O:16])[N:9]([CH2:8][C:7]1[CH:20]=[C:21]([C:24](=[O:25])[C:26]2[CH:31]=[CH:30][CH:29]=[C:28]([F:32])[CH:27]=2)[C:22]([CH3:23])=[C:5]([Br:4])[CH:6]=1)[CH:17]1[CH2:19][CH2:18]1)([CH3:15])([CH3:13])[CH3:14], predict the reactants needed to synthesize it. The reactants are: ClCCl.[Br:4][C:5]1[CH:6]=[C:7]([CH:20]=[C:21]([CH:24]([C:26]2[CH:31]=[CH:30][CH:29]=[C:28]([F:32])[CH:27]=2)[OH:25])[C:22]=1[CH3:23])[CH2:8][N:9]([CH:17]1[CH2:19][CH2:18]1)[C:10](=[O:16])[O:11][C:12]([CH3:15])([CH3:14])[CH3:13].CC(OI1(OC(C)=O)(OC(C)=O)OC(=O)C2C=CC=CC1=2)=O.C(=O)(O)[O-].[Na+]. (3) Given the product [Br:1][C:2]1[CH:11]=[CH:10][CH:9]=[C:8]2[C:3]=1[CH:4]=[CH:5][C:6](=[O:12])[N:7]2[CH2:21][C:20]1[CH:23]=[CH:24][C:17]([O:16][CH3:15])=[CH:18][CH:19]=1, predict the reactants needed to synthesize it. The reactants are: [Br:1][C:2]1[CH:11]=[CH:10][CH:9]=[C:8]2[C:3]=1[CH:4]=[CH:5][C:6](=[O:12])[NH:7]2.[H-].[Na+].[CH3:15][O:16][C:17]1[CH:24]=[CH:23][C:20]([CH2:21]Cl)=[CH:19][CH:18]=1. (4) The reactants are: [CH2:1]([N:8]1[C:16]2[C:11](=[CH:12][CH:13]=[CH:14][CH:15]=2)[C:10]([C:17]2[CH:22]=[CH:21][C:20]([CH2:23][OH:24])=[CH:19][CH:18]=2)=[N:9]1)[C:2]1[CH:7]=[CH:6][CH:5]=[CH:4][CH:3]=1.[C:25]1(=[O:31])[O:30][C:28](=[O:29])[CH2:27][CH2:26]1. Given the product [CH2:1]([N:8]1[C:16]2[C:11](=[CH:12][CH:13]=[CH:14][CH:15]=2)[C:10]([C:17]2[CH:18]=[CH:19][C:20]([CH2:23][O:24][C:25](=[O:31])[CH2:26][CH2:27][C:28]([OH:30])=[O:29])=[CH:21][CH:22]=2)=[N:9]1)[C:2]1[CH:3]=[CH:4][CH:5]=[CH:6][CH:7]=1, predict the reactants needed to synthesize it.